From a dataset of Forward reaction prediction with 1.9M reactions from USPTO patents (1976-2016). Predict the product of the given reaction. (1) Given the reactants [NH2:1][C:2]1[S:3][C:4]([C:8]([OH:10])=O)=[C:5]([CH3:7])[N:6]=1.C(N(CC)CC)C.Cl.[CH:19]1([CH:24]([NH2:26])[CH3:25])[CH2:23][CH2:22][CH2:21][CH2:20]1.CN([P+](ON1N=NC2C=CC=CC1=2)(N(C)C)N(C)C)C.F[P-](F)(F)(F)(F)F, predict the reaction product. The product is: [CH:19]1([CH:24]([NH:26][C:8]([C:4]2[S:3][C:2]([NH2:1])=[N:6][C:5]=2[CH3:7])=[O:10])[CH3:25])[CH2:23][CH2:22][CH2:21][CH2:20]1. (2) Given the reactants [N:1]1[CH:6]=[CH:5][C:4]([C:7]2[CH:17]=[CH:16][C:10]([C:11]([O:13]CC)=[O:12])=[CH:9][CH:8]=2)=[CH:3][N:2]=1.[OH-].[Na+].O.Cl, predict the reaction product. The product is: [N:1]1[CH:6]=[CH:5][C:4]([C:7]2[CH:8]=[CH:9][C:10]([C:11]([OH:13])=[O:12])=[CH:16][CH:17]=2)=[CH:3][N:2]=1.